From a dataset of Catalyst prediction with 721,799 reactions and 888 catalyst types from USPTO. Predict which catalyst facilitates the given reaction. Reactant: [H-].[Na+].[CH3:3][O:4][CH2:5][CH2:6][OH:7].[CH2:8]([O:15][C:16]1[C:21]([CH3:22])=[CH:20][C:19]([C:23]2[NH:32][C:31](=[O:33])[C:30]3[C:25](=[CH:26][C:27](F)=[CH:28][C:29]=3[O:34][CH3:35])[N:24]=2)=[CH:18][C:17]=1[CH3:37])[C:9]1[CH:14]=[CH:13][CH:12]=[CH:11][CH:10]=1. Product: [CH2:8]([O:15][C:16]1[C:21]([CH3:22])=[CH:20][C:19]([C:23]2[NH:32][C:31](=[O:33])[C:30]3[C:25](=[CH:26][C:27]([O:7][CH2:6][CH2:5][O:4][CH3:3])=[CH:28][C:29]=3[O:34][CH3:35])[N:24]=2)=[CH:18][C:17]=1[CH3:37])[C:9]1[CH:14]=[CH:13][CH:12]=[CH:11][CH:10]=1. The catalyst class is: 3.